This data is from Catalyst prediction with 721,799 reactions and 888 catalyst types from USPTO. The task is: Predict which catalyst facilitates the given reaction. (1) Reactant: [C:1]([N:5]1[C:12]2[C@@H:11]3[CH2:13][C@@H:10]3[CH2:9][C:8]=2[C:7]([C:14](O)=[O:15])=[N:6]1)([CH3:4])([CH3:3])[CH3:2].CN(C(ON1N=NC2C=CC=NC1=2)=[N+](C)C)C.F[P-](F)(F)(F)(F)F.CCN(CC)CC.[C:48]1([C:54]([NH2:57])([CH3:56])[CH3:55])[CH:53]=[CH:52][CH:51]=[CH:50][CH:49]=1. Product: [CH3:55][C:54]([NH:57][C:14]([C:7]1[C:8]2[CH2:9][C@H:10]3[CH2:13][C@H:11]3[C:12]=2[N:5]([C:1]([CH3:4])([CH3:2])[CH3:3])[N:6]=1)=[O:15])([C:48]1[CH:53]=[CH:52][CH:51]=[CH:50][CH:49]=1)[CH3:56]. The catalyst class is: 3. (2) Reactant: [F:1][C:2]1[CH:7]=[CH:6][C:5]([C:8]2[C:17]3[C:12](=[CH:13][C:14]([NH:18][S:19]([CH3:22])(=[O:21])=[O:20])=[CH:15][CH:16]=3)[O:11][C:10]([CH3:24])([CH3:23])[CH:9]=2)=[CH:4][CH:3]=1.[H][H]. Product: [F:1][C:2]1[CH:3]=[CH:4][C:5]([CH:8]2[C:17]3[C:12](=[CH:13][C:14]([NH:18][S:19]([CH3:22])(=[O:20])=[O:21])=[CH:15][CH:16]=3)[O:11][C:10]([CH3:24])([CH3:23])[CH2:9]2)=[CH:6][CH:7]=1. The catalyst class is: 178. (3) Reactant: [C:1]1([C:17]2[CH:22]=[CH:21][CH:20]=[CH:19][CH:18]=2)[CH:6]=[CH:5][C:4]([O:7][CH2:8][C:9]2[CH:16]=[CH:15][C:12]([C:13]#[N:14])=[CH:11][CH:10]=2)=[CH:3][CH:2]=1.[N-:23]=[N+:24]=[N-:25].[Na+].[Cl-].[NH4+].O. Product: [C:1]1([C:17]2[CH:18]=[CH:19][CH:20]=[CH:21][CH:22]=2)[CH:2]=[CH:3][C:4]([O:7][CH2:8][C:9]2[CH:16]=[CH:15][C:12]([C:13]3[NH:25][N:24]=[N:23][N:14]=3)=[CH:11][CH:10]=2)=[CH:5][CH:6]=1. The catalyst class is: 9. (4) Reactant: [Br:1][C:2]1[CH:3]=[C:4]2[C:9](=[CH:10][C:11]=1[OH:12])[NH:8][C:7](=[O:13])[CH2:6][CH2:5]2.[C:14]([O-:17])([O-])=O.[K+].[K+].[CH3:20]I. Product: [Br:1][C:2]1[CH:3]=[C:4]2[C:9](=[CH:10][C:11]=1[O:12][CH3:20])[N:8]([CH3:7])[C:14](=[O:17])[CH2:6][CH2:5]2.[Br:1][C:2]1[CH:3]=[C:4]2[C:9](=[CH:10][C:11]=1[O:12][CH3:14])[NH:8][C:7](=[O:13])[CH2:6][CH2:5]2. The catalyst class is: 3. (5) Reactant: [Cl:1][C:2]1[CH:9]=[CH:8][CH:7]=[CH:6][C:3]=1[CH:4]=O.[N+:10]([CH3:13])([O-:12])=[O:11].C([O-])(=O)C.[NH4+]. Product: [Cl:1][C:2]1[CH:9]=[CH:8][CH:7]=[CH:6][C:3]=1/[CH:4]=[CH:13]/[N+:10]([O-:12])=[O:11]. The catalyst class is: 15.